Task: Predict the product of the given reaction.. Dataset: Forward reaction prediction with 1.9M reactions from USPTO patents (1976-2016) (1) Given the reactants [OH:1][C:2]1[CH:3]=[C:4]([CH:9]=[CH:10][CH:11]=1)[C:5]([O:7][CH3:8])=[O:6].Br[CH2:13][C:14]([O:16][C:17]([CH3:20])([CH3:19])[CH3:18])=[O:15].C(=O)([O-])[O-].[K+].[K+], predict the reaction product. The product is: [CH3:8][O:7][C:5](=[O:6])[C:4]1[CH:9]=[CH:10][CH:11]=[C:2]([O:1][CH2:13][C:14]([O:16][C:17]([CH3:20])([CH3:19])[CH3:18])=[O:15])[CH:3]=1. (2) Given the reactants [CH3:1][O:2][C:3]1[C:8]([NH2:9])=[CH:7][C:6]([B:10]2[O:14][C:13]([CH3:16])([CH3:15])[C:12]([CH3:18])([CH3:17])[O:11]2)=[CH:5][N:4]=1.[F:19][C:20]1[CH:25]=[C:24]([F:26])[CH:23]=[CH:22][C:21]=1[S:27](Cl)(=[O:29])=[O:28].Cl.C(Cl)Cl, predict the reaction product. The product is: [F:19][C:20]1[CH:25]=[C:24]([F:26])[CH:23]=[CH:22][C:21]=1[S:27]([NH:9][C:8]1[C:3]([O:2][CH3:1])=[N:4][CH:5]=[C:6]([B:10]2[O:14][C:13]([CH3:16])([CH3:15])[C:12]([CH3:18])([CH3:17])[O:11]2)[CH:7]=1)(=[O:29])=[O:28].